This data is from Full USPTO retrosynthesis dataset with 1.9M reactions from patents (1976-2016). The task is: Predict the reactants needed to synthesize the given product. (1) Given the product [Br:9][C:10]1[CH:17]=[CH:16][C:13]([C:14]2[N:15]=[C:14]([C:13]3[CH:16]=[CH:17][C:10]([Br:9])=[CH:11][CH:12]=3)[N:15]=[C:14]([C:13]3[CH:16]=[CH:17][C:10]([Br:9])=[CH:11][CH:12]=3)[N:15]=2)=[CH:12][CH:11]=1, predict the reactants needed to synthesize it. The reactants are: FC(F)(F)S(O)(=O)=O.[Br:9][C:10]1[CH:17]=[CH:16][C:13]([C:14]#[N:15])=[CH:12][CH:11]=1.[OH-].[Na+]. (2) Given the product [ClH:23].[CH3:16][C:14]1[CH:15]=[C:10]([CH:8]([NH2:7])[CH3:9])[CH:11]=[N:12][C:13]=1[O:17][CH2:18][C:19]([F:22])([F:20])[F:21], predict the reactants needed to synthesize it. The reactants are: CC([S@]([NH:7][CH:8]([C:10]1[CH:11]=[N:12][C:13]([O:17][CH2:18][C:19]([F:22])([F:21])[F:20])=[C:14]([CH3:16])[CH:15]=1)[CH3:9])=O)(C)C.[ClH:23].CO. (3) Given the product [S:2]([O:17][CH:15]([C:11]1[CH:12]=[CH:13][CH:14]=[C:9]([N+:6]([O-:8])=[O:7])[CH:10]=1)[CH3:16])(=[O:4])(=[O:3])[CH3:1], predict the reactants needed to synthesize it. The reactants are: [CH3:1][S:2](Cl)(=[O:4])=[O:3].[N+:6]([C:9]1[CH:10]=[C:11]([CH:15]([OH:17])[CH3:16])[CH:12]=[CH:13][CH:14]=1)([O-:8])=[O:7].C(N(CC)CC)C. (4) The reactants are: [Cl:1][C:2]1[N:7]=[C:6]([CH:8]=C)[C:5]([O:10][CH3:11])=[C:4]([Cl:12])[N:3]=1.C[OH:14].ClCCl. Given the product [Cl:1][C:2]1[N:7]=[C:6]([CH:8]=[O:14])[C:5]([O:10][CH3:11])=[C:4]([Cl:12])[N:3]=1, predict the reactants needed to synthesize it. (5) Given the product [C:11]1([C:10]2[C:4]3[C:5](=[CH:6][N:7]=[C:2]([N:23]4[CH:27]=[N:26][CH:25]=[N:24]4)[CH:3]=3)[NH:8][N:9]=2)[CH:12]=[CH:13][CH:14]=[CH:15][CH:16]=1, predict the reactants needed to synthesize it. The reactants are: Br[C:2]1[CH:3]=[C:4]2[C:10]([C:11]3[CH:16]=[CH:15][CH:14]=[CH:13][CH:12]=3)=[N:9][N:8](C3CCCCO3)[C:5]2=[CH:6][N:7]=1.[NH:23]1[CH:27]=[N:26][CH:25]=[N:24]1. (6) Given the product [CH3:21][C:13]1[C:12]([O:11][CH2:9][CH3:10])=[CH:17][CH:16]=[CH:15][C:14]=1[N:18]1[C:19](=[O:20])[NH:7][N:6]=[N:5]1, predict the reactants needed to synthesize it. The reactants are: [Cl-].[Al+3].[Cl-].[Cl-].[N-:5]=[N+:6]=[N-:7].[Na+].[CH2:9]([O:11][C:12]1[CH:17]=[CH:16][CH:15]=[C:14]([N:18]=[C:19]=[O:20])[C:13]=1[CH3:21])[CH3:10].N([O-])=O.[Na+].Cl.